From a dataset of Reaction yield outcomes from USPTO patents with 853,638 reactions. Predict the reaction yield, written as a fraction of the theoretical maximum amount of product (1.0 means a 100% yield; for example, 0.34 means a 34% yield). (1) The reactants are [C:1]1([C:7]([OH:9])=[O:8])([C:4](O)=[O:5])[CH2:3][CH2:2]1.C(N(CC)CC)C.S(Cl)(Cl)=O.[F:21][C:22]1[CH:28]=[CH:27][C:25]([NH2:26])=[CH:24][CH:23]=1. The catalyst is C1COCC1.C(OCC)(=O)C. The product is [F:21][C:22]1[CH:28]=[CH:27][C:25]([NH:26][C:4]([C:1]2([C:7]([OH:9])=[O:8])[CH2:3][CH2:2]2)=[O:5])=[CH:24][CH:23]=1. The yield is 0.652. (2) The reactants are [NH2:1][C:2]1[CH:3]=[CH:4][CH:5]=[C:6]2[C:10]=1[NH:9][C:8]([C:11]([O:13][CH2:14][CH3:15])=[O:12])=[CH:7]2.[Cl:16]N1C(=O)CCC1=O.CN(C)C=O. The catalyst is O. The product is [NH2:1][C:2]1[C:3]([Cl:16])=[CH:4][CH:5]=[C:6]2[C:10]=1[NH:9][C:8]([C:11]([O:13][CH2:14][CH3:15])=[O:12])=[CH:7]2. The yield is 0.630. (3) The reactants are ClCCC1C=CC2OCC(=O)NC=2C=1.[Cl:15][CH2:16][C:17]([C:19]1[C:20]([F:30])=[CH:21][C:22]2[O:27][CH2:26][C:25](=[O:28])[NH:24][C:23]=2[CH:29]=1)=O. No catalyst specified. The product is [Cl:15][CH2:16][CH2:17][C:19]1[C:20]([F:30])=[CH:21][C:22]2[O:27][CH2:26][C:25](=[O:28])[NH:24][C:23]=2[CH:29]=1. The yield is 0.720. (4) The reactants are [NH2:1][C:2]1[CH:3]=[C:4]([C:8]2[C:16]3[C:11](=[N:12][CH:13]=[N:14][C:15]=3[NH2:17])[N:10]([CH:18]([CH3:20])[CH3:19])[N:9]=2)[CH:5]=[CH:6][CH:7]=1.CCN(C(C)C)C(C)C.[Cl:30][CH2:31][C:32](Cl)=[O:33]. The catalyst is C1COCC1. The product is [NH2:17][C:15]1[N:14]=[CH:13][N:12]=[C:11]2[N:10]([CH:18]([CH3:20])[CH3:19])[N:9]=[C:8]([C:4]3[CH:3]=[C:2]([NH:1][C:32](=[O:33])[CH2:31][Cl:30])[CH:7]=[CH:6][CH:5]=3)[C:16]=12. The yield is 0.130. (5) The product is [Br:13][C:14]1[CH:21]=[C:20]([N:1]2[C:9]3[CH2:8][CH2:7][CH2:6][CH2:5][C:4]=3[C:3]([C:10]([OH:12])=[O:11])=[N:2]2)[CH:19]=[CH:18][C:15]=1[C:16]#[N:17]. The yield is 0.840. The reactants are [NH:1]1[C:9]2[CH2:8][CH2:7][CH2:6][CH2:5][C:4]=2[C:3]([C:10]([OH:12])=[O:11])=[N:2]1.[Br:13][C:14]1[CH:21]=[C:20](F)[CH:19]=[CH:18][C:15]=1[C:16]#[N:17]. No catalyst specified.